From a dataset of Reaction yield outcomes from USPTO patents with 853,638 reactions. Predict the reaction yield, written as a fraction of the theoretical maximum amount of product (1.0 means a 100% yield; for example, 0.34 means a 34% yield). (1) The reactants are [CH3:1][C:2]1[C:7]([N+:8]([O-:10])=[O:9])=[CH:6][N:5]=[C:4]([NH2:11])[CH:3]=1.C(N(CC)CC)C.C1(CC(Cl)=O)CC1.[O:26]1[CH2:30][CH2:29][CH2:28][CH2:27]1. No catalyst specified. The product is [CH3:1][C:2]1[C:7]([N+:8]([O-:10])=[O:9])=[CH:6][N:5]=[C:4]([NH:11][C:30]([CH:29]2[CH2:27][CH2:28]2)=[O:26])[CH:3]=1. The yield is 0.520. (2) The reactants are [H-].[Na+].Br[CH2:4][CH:5]([O:18][C:19](=[O:21])[CH3:20])[CH2:6][C:7]1[C:16]([OH:17])=[CH:15][CH:14]=[C:13]2[C:8]=1[CH:9]=[CH:10][CH:11]=[N:12]2. The catalyst is CN(C)C=O. The product is [C:19]([O:18][CH:5]1[CH2:4][O:17][C:16]2[C:7](=[C:8]3[C:13](=[CH:14][CH:15]=2)[N:12]=[CH:11][CH:10]=[CH:9]3)[CH2:6]1)(=[O:21])[CH3:20]. The yield is 0.610. (3) The reactants are [Cl:1][C:2]1[N:7]=[C:6](Cl)[CH:5]=[CH:4][N:3]=1.[Cl:9][C:10]1[CH:11]=[C:12]([CH:14]=[CH:15][C:16]=1[F:17])[NH2:13].C(N(C(C)C)CC)(C)C. The catalyst is CC(O)C. The product is [Cl:1][C:2]1[N:7]=[C:6]([NH:13][C:12]2[CH:14]=[CH:15][C:16]([F:17])=[C:10]([Cl:9])[CH:11]=2)[CH:5]=[CH:4][N:3]=1. The yield is 0.462.